This data is from Forward reaction prediction with 1.9M reactions from USPTO patents (1976-2016). The task is: Predict the product of the given reaction. (1) Given the reactants [OH:1][CH:2]([C:10]1[CH:15]=[CH:14][C:13]([C:16]2[N:20]=[C:19]([C:21]3[O:25][N:24]=[C:23]([C:26]4[CH:31]=[CH:30][CH:29]=[CH:28][CH:27]=4)[C:22]=3[C:32]([F:35])([F:34])[F:33])[O:18][N:17]=2)=[CH:12][CH:11]=1)[C:3]([NH:5][CH2:6][C:7](O)=[O:8])=[O:4].CN1CCOCC1.Cl.Cl.[CH3:45][N:46]1[CH2:49][CH:48]([NH2:50])[CH2:47]1.CN(C(ON1N=NC2C=CC=NC1=2)=[N+](C)C)C.F[P-](F)(F)(F)(F)F, predict the reaction product. The product is: [OH:1][CH:2]([C:10]1[CH:15]=[CH:14][C:13]([C:16]2[N:20]=[C:19]([C:21]3[O:25][N:24]=[C:23]([C:26]4[CH:27]=[CH:28][CH:29]=[CH:30][CH:31]=4)[C:22]=3[C:32]([F:35])([F:34])[F:33])[O:18][N:17]=2)=[CH:12][CH:11]=1)[C:3]([NH:5][CH2:6][C:7]([NH:50][CH:48]1[CH2:49][N:46]([CH3:45])[CH2:47]1)=[O:8])=[O:4]. (2) Given the reactants [C:1]([O:5][C:6]([N:8]1[CH2:12][CH2:11][CH:10]([O:13][C:14]2[CH:19]=[CH:18][CH:17]=[CH:16][C:15]=2[C:20]2[NH:24][C:23]3[CH:25]=[CH:26][CH:27]=[C:28]([C:29](O)=[O:30])[C:22]=3[N:21]=2)[CH2:9]1)=[O:7])([CH3:4])([CH3:3])[CH3:2].[S:32]1[CH:36]=[CH:35][N:34]=[C:33]1[NH2:37].CN(C(ON1N=NC2C=CC=NC1=2)=[N+](C)C)C.F[P-](F)(F)(F)(F)F.CCN(C(C)C)C(C)C, predict the reaction product. The product is: [S:32]1[CH:36]=[CH:35][N:34]=[C:33]1[NH:37][C:29]([C:28]1[C:22]2[N:21]=[C:20]([C:15]3[CH:16]=[CH:17][CH:18]=[CH:19][C:14]=3[O:13][CH:10]3[CH2:11][CH2:12][N:8]([C:6]([O:5][C:1]([CH3:2])([CH3:3])[CH3:4])=[O:7])[CH2:9]3)[NH:24][C:23]=2[CH:25]=[CH:26][CH:27]=1)=[O:30]. (3) Given the reactants C(=O)([O-])[O-].[K+].[K+].Br[CH2:8][C:9]#[N:10].[Cl:11][C:12]1[CH:28]=[N:27][C:15]2[CH2:16][NH:17][CH2:18][C@@H:19]([C:21]3[CH:26]=[CH:25][CH:24]=[CH:23][CH:22]=3)[O:20][C:14]=2[N:13]=1, predict the reaction product. The product is: [Cl:11][C:12]1[CH:28]=[N:27][C:15]2[CH2:16][N:17]([CH2:8][C:9]#[N:10])[CH2:18][C@@H:19]([C:21]3[CH:26]=[CH:25][CH:24]=[CH:23][CH:22]=3)[O:20][C:14]=2[N:13]=1. (4) Given the reactants [C@@H:1]1([N:10]2[CH:14]=[CH:13][CH:12]=[C:11]2[CH:15]=[O:16])[O:7][C@H:6]([CH2:8][OH:9])[C@@H:4]([OH:5])[C@H:2]1[OH:3].[C:17]([C:20]1C=C(C=O)NC=1)#[C:18]C, predict the reaction product. The product is: [C:18]([C:13]1[CH:12]=[C:11]([CH:15]=[O:16])[N:10]([C@@H:1]2[O:7][C@H:6]([CH2:8][OH:9])[C@@H:4]([OH:5])[C@H:2]2[OH:3])[CH:14]=1)#[C:17][CH3:20]. (5) Given the reactants [O:1]=[C:2]1[N:6]([C:7]2[CH:8]=[CH:9][C:10]3[C:16](=[O:17])[CH2:15][CH2:14][CH2:13][CH2:12][C:11]=3[CH:18]=2)[CH2:5][C@H:4]([CH2:19][NH:20][C:21](=[O:23])[CH3:22])[O:3]1.[Li+].C[Si]([N-][Si](C)(C)C)(C)C.[C:34](Cl)(=[O:36])[CH3:35], predict the reaction product. The product is: [C:34]([CH:15]1[CH2:14][CH2:13][CH2:12][C:11]2[CH:18]=[C:7]([N:6]3[CH2:5][C@H:4]([CH2:19][NH:20][C:21](=[O:23])[CH3:22])[O:3][C:2]3=[O:1])[CH:8]=[CH:9][C:10]=2[C:16]1=[O:17])(=[O:36])[CH3:35]. (6) Given the reactants [Br:1][C:2]1[CH:3]=[N:4][C:5]2[N:6]([N:8]=[C:9]([C:11]([OH:13])=O)[CH:10]=2)[CH:7]=1.[CH3:14][N:15]1[C:20]2[C:21]([CH3:25])=[C:22]([CH3:24])[O:23][C:19]=2[CH2:18][CH2:17][NH:16]1, predict the reaction product. The product is: [Br:1][C:2]1[CH:3]=[N:4][C:5]2[N:6]([N:8]=[C:9]([C:11]([N:16]3[CH2:17][CH2:18][C:19]4[O:23][C:22]([CH3:24])=[C:21]([CH3:25])[C:20]=4[N:15]3[CH3:14])=[O:13])[CH:10]=2)[CH:7]=1. (7) Given the reactants [OH:1][C:2]1[CH:7]=[CH:6][C:5]([C:8]2[N:13]=[C:12]([NH:14][C:15]3[CH:23]=[CH:22][C:18]([C:19](O)=[O:20])=[CH:17][C:16]=3[O:24][CH3:25])[CH:11]=[N:10][CH:9]=2)=[CH:4][CH:3]=1.[CH2:26]([N:28]([CH2:31]C)[CH2:29][CH3:30])[CH3:27].C[N:34](C(ON1N=NC2C=CC=CC1=2)=[N+](C)C)C.[B-](F)(F)(F)F, predict the reaction product. The product is: [CH3:25][O:24][C:16]1[CH:17]=[C:18]([C:19]([N:34]2[CH2:30][CH2:29][N:28]([CH3:31])[CH2:26][CH2:27]2)=[O:20])[CH:22]=[CH:23][C:15]=1[NH:14][C:12]1[N:13]=[C:8]([C:5]2[CH:4]=[CH:3][C:2]([OH:1])=[CH:7][CH:6]=2)[CH:9]=[N:10][CH:11]=1. (8) Given the reactants [Na].CCCCC(COC(CC(S(O)(=O)=O)C(OCC(CCCC)CC)=O)=O)CC.[CH3:30][C:31]1[CH:32]=[CH:33][C:34]([OH:53])=[C:35]([C@@H:37]([C:47]2[CH:48]=[CH:49][CH:50]=[CH:51][CH:52]=2)[CH2:38][CH2:39][N:40]([CH:44]([CH3:46])[CH3:45])[CH:41]([CH3:43])[CH3:42])[CH:36]=1.C(O)(C(O)=O)C(O)C(O)=O, predict the reaction product. The product is: [CH3:30][C:31]1[CH:32]=[CH:33][C:34]([OH:53])=[C:35]([C@@H:37]([C:47]2[CH:48]=[CH:49][CH:50]=[CH:51][CH:52]=2)[CH2:38][CH2:39][N:40]([CH:41]([CH3:43])[CH3:42])[CH:44]([CH3:45])[CH3:46])[CH:36]=1. (9) Given the reactants [NH2:1][C:2]1[C:3]([NH:18][CH:19]2[CH2:24][CH2:23][N:22]([C:25]([O:27][C:28]([CH3:31])([CH3:30])[CH3:29])=[O:26])[CH2:21][CH2:20]2)=[N:4][CH:5]=[CH:6][C:7]=1[C:8]1[CH:17]=[CH:16][C:15]2[C:10](=[CH:11][CH:12]=[CH:13][CH:14]=2)[CH:9]=1.[CH2:32](C(CC)(CC)C([O-])([O-])[O-])C, predict the reaction product. The product is: [CH:9]1[C:10]2[C:15](=[CH:14][CH:13]=[CH:12][CH:11]=2)[CH:16]=[CH:17][C:8]=1[C:7]1[CH:6]=[CH:5][N:4]=[C:3]2[N:18]([CH:19]3[CH2:24][CH2:23][N:22]([C:25]([O:27][C:28]([CH3:31])([CH3:30])[CH3:29])=[O:26])[CH2:21][CH2:20]3)[CH:32]=[N:1][C:2]=12.